The task is: Predict the reactants needed to synthesize the given product.. This data is from Full USPTO retrosynthesis dataset with 1.9M reactions from patents (1976-2016). Given the product [Br:1][C:2]1[CH:7]=[C:6]([F:8])[C:5]([F:9])=[CH:4][C:3]=1[CH:10]=[O:11], predict the reactants needed to synthesize it. The reactants are: [Br:1][C:2]1[CH:7]=[C:6]([F:8])[C:5]([F:9])=[CH:4][C:3]=1[CH2:10][OH:11].C(N(CC)CC)C.CS(C)=O.N1C=CC=CC=1.S(=O)(=O)=O.